This data is from Reaction yield outcomes from USPTO patents with 853,638 reactions. The task is: Predict the reaction yield, written as a fraction of the theoretical maximum amount of product (1.0 means a 100% yield; for example, 0.34 means a 34% yield). (1) The reactants are [C:1]1([S:7][CH2:8][CH2:9][N:10]([CH2:23][C:24]([F:27])([F:26])[F:25])[C:11]2[CH:18]=[CH:17][C:14]([C:15]#[N:16])=[C:13]([C:19]([F:22])([F:21])[F:20])[CH:12]=2)[CH:6]=[CH:5][CH:4]=[CH:3][CH:2]=1.C[OH:29]. The catalyst is O. The product is [C:1]1([S:7]([CH2:8][CH2:9][N:10]([CH2:23][C:24]([F:27])([F:25])[F:26])[C:11]2[CH:18]=[CH:17][C:14]([C:15]#[N:16])=[C:13]([C:19]([F:20])([F:21])[F:22])[CH:12]=2)=[O:29])[CH:2]=[CH:3][CH:4]=[CH:5][CH:6]=1. The yield is 0.880. (2) The reactants are [CH3:1][O:2][C:3]([C:5]1[C:14]([CH3:15])=[C:13]([OH:16])[C:12]2[C:7](=[CH:8][CH:9]=[C:10]([F:17])[CH:11]=2)[CH:6]=1)=[O:4].C([O-])([O-])=O.[K+].[K+].[CH2:24](Br)[C:25]1[CH:30]=[CH:29][CH:28]=[CH:27][CH:26]=1. The catalyst is CN(C=O)C.[N+](CCCC)(CCCC)(CCCC)CCCC.[I-].O. The product is [CH3:1][O:2][C:3]([C:5]1[C:14]([CH3:15])=[C:13]([O:16][CH2:24][C:25]2[CH:30]=[CH:29][CH:28]=[CH:27][CH:26]=2)[C:12]2[C:7](=[CH:8][CH:9]=[C:10]([F:17])[CH:11]=2)[CH:6]=1)=[O:4]. The yield is 0.840. (3) The reactants are Br[C:2]1[CH:3]=[CH:4][C:5]2[N:9]=[C:8]([CH3:10])[N:7]([C:11]([O:13][C:14]([CH3:17])([CH3:16])[CH3:15])=[O:12])[C:6]=2[CH:18]=1.[CH3:19][C:20]([O:23][C:24]([N:26]1[CH2:32][C:31]2[CH:33]=[C:34](B(O)O)[CH:35]=[CH:36][C:30]=2[O:29][CH2:28][CH2:27]1)=[O:25])([CH3:22])[CH3:21].C(N(C(C)C)CC)(C)C.C(OCC)(=O)C. The catalyst is O1CCOCC1.O.CCCCCC. The product is [CH3:15][C:14]([O:13][C:11]([N:7]1[C:6]2[CH:18]=[C:2]([C:34]3[CH:35]=[CH:36][C:30]4[O:29][CH2:28][CH2:27][N:26]([C:24]([O:23][C:20]([CH3:21])([CH3:19])[CH3:22])=[O:25])[CH2:32][C:31]=4[CH:33]=3)[CH:3]=[CH:4][C:5]=2[N:9]=[C:8]1[CH3:10])=[O:12])([CH3:17])[CH3:16]. The yield is 0.760. (4) The yield is 1.00. The reactants are [CH2:1]=[C:2]1[C@H:19]2[C@@:14]([CH3:21])([CH2:15][CH2:16][C@H:17]([OH:20])[CH2:18]2)[C@H:13]2[C@@H:4]([C@@H:5]3[C@:9]([CH2:11][CH2:12]2)([CH3:10])[C@H:8]([OH:22])[C:7](=[CH:23][C:24]2[CH:29]=[CH:28][CH:27]=[CH:26][CH:25]=2)[CH2:6]3)[CH2:3]1.[C:30](OC(C)=O)([CH3:32])=[O:31].CCN([CH2:42][CH3:43])CC.C([O-])(O)=[O:45].[Na+]. The product is [C:30]([O:20][C@H:17]1[CH2:16][CH2:15][C@:14]2([CH3:21])[C@H:19]([C:2](=[CH2:1])[CH2:3][C@H:4]3[C@H:13]2[CH2:12][CH2:11][C@:9]2([CH3:10])[C@@H:5]3[CH2:6][C:7](=[CH:23][C:24]3[CH:25]=[CH:26][CH:27]=[CH:28][CH:29]=3)[C@H:8]2[O:22][C:42](=[O:45])[CH3:43])[CH2:18]1)(=[O:31])[CH3:32]. The catalyst is C(Cl)Cl.CN(C1C=CN=CC=1)C. (5) The reactants are [N:1]1[CH:6]=[CH:5][CH:4]=[CH:3][C:2]=1[O:7][CH2:8][C:9]1[CH:14]=[CH:13][C:12]([CH2:15][OH:16])=[CH:11][CH:10]=1. The catalyst is [O-2].[O-2].[Mn+4].C(Cl)Cl. The product is [N:1]1[CH:6]=[CH:5][CH:4]=[CH:3][C:2]=1[O:7][CH2:8][C:9]1[CH:14]=[CH:13][C:12]([CH:15]=[O:16])=[CH:11][CH:10]=1. The yield is 0.420. (6) The reactants are [F:1][C:2]1[CH:7]=[C:6]([F:8])[CH:5]=[CH:4][C:3]=1[C:9]1[N:10]=[N:11][N:12]([CH:14]2[CH2:18][NH:17][CH:16]([C:19]([N:21]3[CH2:26][CH2:25][N:24]([C:27]4[CH:34]=[CH:33][CH:32]=[CH:31][C:28]=4[C:29]#[N:30])[CH2:23][CH2:22]3)=[O:20])[CH2:15]2)[N:13]=1.[F:35][C:36]1[CH:37]=[C:38]([CH:41]=[CH:42][C:43]=1[F:44])[CH:39]=O. No catalyst specified. The product is [F:35][C:36]1[CH:37]=[C:38]([CH:41]=[CH:42][C:43]=1[F:44])[CH2:39][N:17]1[CH2:18][C@@H:14]([N:12]2[N:11]=[N:10][C:9]([C:3]3[CH:4]=[CH:5][C:6]([F:8])=[CH:7][C:2]=3[F:1])=[N:13]2)[CH2:15][C@H:16]1[C:19]([N:21]1[CH2:22][CH2:23][N:24]([C:27]2[CH:34]=[CH:33][CH:32]=[CH:31][C:28]=2[C:29]#[N:30])[CH2:25][CH2:26]1)=[O:20]. The yield is 0.135. (7) The reactants are Cl.[NH:2]1[CH2:5][CH:4]([NH:6][C:7](=[O:13])[O:8][C:9]([CH3:12])([CH3:11])[CH3:10])[CH2:3]1.CCN(C(C)C)C(C)C.[Cl:23][C:24]1[CH:29]=[N:28][CH:27]=[C:26](Cl)[N:25]=1. The catalyst is CN(C=O)C. The product is [Cl:23][C:24]1[N:25]=[C:26]([N:2]2[CH2:5][CH:4]([NH:6][C:7](=[O:13])[O:8][C:9]([CH3:10])([CH3:12])[CH3:11])[CH2:3]2)[CH:27]=[N:28][CH:29]=1. The yield is 0.839. (8) The reactants are [F:1][C:2]1[CH:7]=[C:6]([O:8][C:9]2[CH:14]=[CH:13][N:12]=[C:11]([NH:15][C:16]([N:18]([CH3:26])[CH:19]3[CH2:24][CH2:23][N:22]([CH3:25])[CH2:21][CH2:20]3)=[O:17])[CH:10]=2)[CH:5]=[CH:4][C:3]=1[NH:27][C:28]([C:30]1([C:33]([OH:35])=O)[CH2:32][CH2:31]1)=[O:29].[NH2:36][C:37]1[CH:42]=[CH:41][CH:40]=[CH:39][CH:38]=1.C(N(CC)CC)C.F[P-](F)(F)(F)(F)F.N1(O[P+](N(C)C)(N(C)C)N(C)C)C2C=CC=CC=2N=N1. The catalyst is CN(C)C=O. The product is [F:1][C:2]1[CH:7]=[C:6]([O:8][C:9]2[CH:14]=[CH:13][N:12]=[C:11]([NH:15][C:16]([N:18]([CH3:26])[CH:19]3[CH2:24][CH2:23][N:22]([CH3:25])[CH2:21][CH2:20]3)=[O:17])[CH:10]=2)[CH:5]=[CH:4][C:3]=1[NH:27][C:28]([C:30]1([C:33]([NH:36][C:37]2[CH:42]=[CH:41][CH:40]=[CH:39][CH:38]=2)=[O:35])[CH2:32][CH2:31]1)=[O:29]. The yield is 0.530.